Task: Regression. Given two drug SMILES strings and cell line genomic features, predict the synergy score measuring deviation from expected non-interaction effect.. Dataset: NCI-60 drug combinations with 297,098 pairs across 59 cell lines (1) Drug 1: C(CN)CNCCSP(=O)(O)O. Drug 2: C1C(C(OC1N2C=NC3=C2NC=NCC3O)CO)O. Cell line: NCIH23. Synergy scores: CSS=4.18, Synergy_ZIP=-0.187, Synergy_Bliss=-8.79, Synergy_Loewe=-3.42, Synergy_HSA=-4.29. (2) Drug 1: CC12CCC3C(C1CCC2=O)CC(=C)C4=CC(=O)C=CC34C. Drug 2: CC(C)NC(=O)C1=CC=C(C=C1)CNNC.Cl. Cell line: OVCAR3. Synergy scores: CSS=14.9, Synergy_ZIP=0.0652, Synergy_Bliss=-0.0569, Synergy_Loewe=-1.01, Synergy_HSA=-0.744. (3) Drug 1: C1=NC2=C(N=C(N=C2N1C3C(C(C(O3)CO)O)F)Cl)N. Drug 2: CC12CCC3C(C1CCC2O)C(CC4=C3C=CC(=C4)O)CCCCCCCCCS(=O)CCCC(C(F)(F)F)(F)F. Cell line: KM12. Synergy scores: CSS=0.588, Synergy_ZIP=6.11, Synergy_Bliss=11.9, Synergy_Loewe=2.86, Synergy_HSA=2.81. (4) Drug 1: CC1=C(C=C(C=C1)C(=O)NC2=CC(=CC(=C2)C(F)(F)F)N3C=C(N=C3)C)NC4=NC=CC(=N4)C5=CN=CC=C5. Drug 2: C1=CC=C(C(=C1)C(C2=CC=C(C=C2)Cl)C(Cl)Cl)Cl. Cell line: ACHN. Synergy scores: CSS=-10.3, Synergy_ZIP=5.98, Synergy_Bliss=-0.908, Synergy_Loewe=-12.4, Synergy_HSA=-12.4. (5) Drug 2: C1=NNC2=C1C(=O)NC=N2. Drug 1: CC1=C2C(C(=O)C3(C(CC4C(C3C(C(C2(C)C)(CC1OC(=O)C(C(C5=CC=CC=C5)NC(=O)C6=CC=CC=C6)O)O)OC(=O)C7=CC=CC=C7)(CO4)OC(=O)C)O)C)OC(=O)C. Synergy scores: CSS=9.02, Synergy_ZIP=-1.64, Synergy_Bliss=2.14, Synergy_Loewe=-3.49, Synergy_HSA=1.72. Cell line: 786-0.